From a dataset of Catalyst prediction with 721,799 reactions and 888 catalyst types from USPTO. Predict which catalyst facilitates the given reaction. (1) Reactant: Br[CH2:2][CH2:3][O:4][CH2:5][CH2:6][N:7]1[C:15](=[O:16])[C:14]2[C:9](=[CH:10][CH:11]=[CH:12][CH:13]=2)[C:8]1=[O:17].[NH:18]1[CH2:22][CH2:21][CH2:20][CH2:19]1.C(N(CC)CC)C. The catalyst class is: 8. Product: [N:18]1([CH2:2][CH2:3][O:4][CH2:5][CH2:6][N:7]2[C:15](=[O:16])[C:14]3[C:9](=[CH:10][CH:11]=[CH:12][CH:13]=3)[C:8]2=[O:17])[CH2:22][CH2:21][CH2:20][CH2:19]1. (2) Reactant: [CH3:1][C@H:2]([O:6][C:7]1[CH:8]=[C:9]([CH:20]=[C:21]([O:23]CC2C=CC=CC=2)[CH:22]=1)[C:10]([NH:12][C:13]1[CH:18]=[N:17][C:16]([CH3:19])=[CH:15][N:14]=1)=[O:11])[CH2:3][O:4][CH3:5]. Product: [OH:23][C:21]1[CH:20]=[C:9]([CH:8]=[C:7]([O:6][C@@H:2]([CH3:1])[CH2:3][O:4][CH3:5])[CH:22]=1)[C:10]([NH:12][C:13]1[CH:18]=[N:17][C:16]([CH3:19])=[CH:15][N:14]=1)=[O:11]. The catalyst class is: 63. (3) Reactant: [Cl:1][C:2]1[N:3]=[CH:4][NH:5][C:6]=1[Cl:7].[OH-].[K+].[Br:10][CH2:11][CH2:12][CH2:13][CH2:14][C:15]([OH:17])=[O:16].Br[CH2:19][CH2:20][C:21]1[C:30]2[C:25](=[CH:26][CH:27]=[CH:28][CH:29]=2)[CH:24]=[CH:23][CH:22]=1.Br. Product: [Br-:10].[C:15]([CH2:14][CH2:13][CH2:12][CH2:11][N:3]1[C:2]([Cl:1])=[C:6]([Cl:7])[N+:5]([CH2:19][CH2:20][C:21]2[C:30]3[C:25](=[CH:26][CH:27]=[CH:28][CH:29]=3)[CH:24]=[CH:23][CH:22]=2)=[CH:4]1)([OH:17])=[O:16]. The catalyst class is: 10.